Dataset: Full USPTO retrosynthesis dataset with 1.9M reactions from patents (1976-2016). Task: Predict the reactants needed to synthesize the given product. (1) Given the product [C:17]([C:19]1[N:23]([CH3:24])[C:22]([C:2]2[CH:7]=[CH:6][C:5]([S:8]([N:11]([CH3:13])[CH3:12])(=[O:10])=[O:9])=[C:4]([N:14]([CH3:16])[CH3:15])[CH:3]=2)=[CH:21][CH:20]=1)#[N:18], predict the reactants needed to synthesize it. The reactants are: Br[C:2]1[CH:7]=[CH:6][C:5]([S:8]([N:11]([CH3:13])[CH3:12])(=[O:10])=[O:9])=[C:4]([N:14]([CH3:16])[CH3:15])[CH:3]=1.[C:17]([C:19]1[N:23]([CH3:24])[C:22](B(O)O)=[CH:21][CH:20]=1)#[N:18].[F-].[K+].C(P(C(C)(C)C)C(C)(C)C)(C)(C)C. (2) Given the product [C:1]1([C:7]2[C:8]([C:19]3[CH:20]=[CH:21][C:22]([CH2:25][N:26]4[CH2:27][CH2:28][CH:29]([C:32]5[NH:36][C:35]([C:37]6[CH:42]=[CH:41][CH:40]=[CH:39][N:38]=6)=[N:34][N:33]=5)[CH2:30][CH2:31]4)=[CH:23][CH:24]=3)=[N:9][C:10]3[CH:11]=[CH:12][N:13]4[CH:43]=[N:18][N:17]=[C:14]4[C:15]=3[CH:16]=2)[CH:6]=[CH:5][CH:4]=[CH:3][CH:2]=1, predict the reactants needed to synthesize it. The reactants are: [C:1]1([C:7]2[C:8]([C:19]3[CH:24]=[CH:23][C:22]([CH2:25][N:26]4[CH2:31][CH2:30][CH:29]([C:32]5[NH:36][C:35]([C:37]6[CH:42]=[CH:41][CH:40]=[CH:39][N:38]=6)=[N:34][N:33]=5)[CH2:28][CH2:27]4)=[CH:21][CH:20]=3)=[N:9][C:10]3[C:15]([CH:16]=2)=[C:14]([NH:17][NH2:18])[N:13]=[CH:12][CH:11]=3)[CH:6]=[CH:5][CH:4]=[CH:3][CH:2]=1.[CH:43](OOC)(OOC)OOC.C1(C)C(S(O)(=O)=O)=CC=CC=1. (3) Given the product [CH:1]1[C:14]2[S:13][C:12]3[C:7](=[C:8]([CH2:15][OH:16])[CH:9]=[CH:10][CH:11]=3)[O:6][C:5]=2[C:4]([CH2:18][OH:19])=[CH:3][CH:2]=1, predict the reactants needed to synthesize it. The reactants are: [CH:1]1[C:14]2[S:13][C:12]3[CH:11]=[CH:10][CH:9]=[C:8]([C:15](O)=[O:16])[C:7]=3[O:6][C:5]=2[C:4]([C:18](O)=[O:19])=[CH:3][CH:2]=1. (4) Given the product [C:1]1([S:7]([N:10]2[CH2:12][CH:11]([C:13]([N:15]3[CH2:16][CH2:17][N:18]([C:21]4[CH:26]=[C:25]([CH3:27])[CH:24]=[CH:23][C:22]=4[CH3:28])[CH2:19][CH2:20]3)=[O:14])[N:34]([CH2:31][CH2:32][CH3:33])[C:35]2=[O:36])(=[O:9])=[O:8])[CH:6]=[CH:5][CH:4]=[CH:3][CH:2]=1, predict the reactants needed to synthesize it. The reactants are: [C:1]1([S:7]([N:10]2[CH2:12][CH:11]2[C:13]([N:15]2[CH2:20][CH2:19][N:18]([C:21]3[CH:26]=[C:25]([CH3:27])[CH:24]=[CH:23][C:22]=3[CH3:28])[CH2:17][CH2:16]2)=[O:14])(=[O:9])=[O:8])[CH:6]=[CH:5][CH:4]=[CH:3][CH:2]=1.[I-].[Na+].[CH2:31]([N:34]=[C:35]=[O:36])[CH2:32][CH3:33]. (5) Given the product [Br:1][C:2]1[C:3](=[O:8])[N:4]([CH2:12][C:13]2[CH:18]=[CH:17][C:16]([O:19][CH3:20])=[CH:15][CH:14]=2)[CH:5]=[N:6][CH:7]=1, predict the reactants needed to synthesize it. The reactants are: [Br:1][C:2]1[C:3](=[O:8])[NH:4][CH:5]=[N:6][CH:7]=1.[H-].[Na+].Cl[CH2:12][C:13]1[CH:18]=[CH:17][C:16]([O:19][CH3:20])=[CH:15][CH:14]=1.O. (6) Given the product [Cl:1][C:2]1[C:10]2[S:9][C:8](=[N:11][C:12](=[O:20])[C:13]3[CH:18]=[CH:17][CH:16]=[C:15]([Cl:19])[CH:14]=3)[N:7]([CH:26]([CH2:31][CH3:32])[C:27]([OH:29])=[O:28])[C:6]=2[CH:5]=[C:4]([C:21]([F:22])([F:24])[F:23])[CH:3]=1, predict the reactants needed to synthesize it. The reactants are: [Cl:1][C:2]1[C:10]2[S:9][C:8](=[N:11][C:12](=[O:20])[C:13]3[CH:18]=[CH:17][CH:16]=[C:15]([Cl:19])[CH:14]=3)[NH:7][C:6]=2[CH:5]=[C:4]([C:21]([F:24])([F:23])[F:22])[CH:3]=1.Br[CH:26]([CH2:31][CH3:32])[C:27]([O:29]C)=[O:28].FC1C2SC(=NC(=O)C3C=CC=C(Cl)C=3)NC=2C=CC=1OC.BrCC(OCC)=O.